Dataset: Reaction yield outcomes from USPTO patents with 853,638 reactions. Task: Predict the reaction yield, written as a fraction of the theoretical maximum amount of product (1.0 means a 100% yield; for example, 0.34 means a 34% yield). The reactants are C(O)C.O1CCCC1.[O:9]1[CH2:13][CH2:12][O:11][CH:10]1[C:14]1[CH:15]=[CH:16][C:17]([CH:20]=[O:21])=[N:18][CH:19]=1.[BH4-].[Na+]. The catalyst is O. The product is [O:9]1[CH2:13][CH2:12][O:11][CH:10]1[C:14]1[CH:15]=[CH:16][C:17]([CH2:20][OH:21])=[N:18][CH:19]=1. The yield is 0.780.